This data is from Forward reaction prediction with 1.9M reactions from USPTO patents (1976-2016). The task is: Predict the product of the given reaction. (1) Given the reactants O1[C:5]2([CH2:10][CH2:9][C:8](=[O:11])[CH2:7][CH2:6]2)OCC1.[C:12]1([CH2:18][NH2:19])[CH:17]=[CH:16][CH:15]=[CH:14][CH:13]=1.CC(O)=O.C(O[BH-](OC(=O)C)OC(=O)C)(=O)C.[Na+].Cl, predict the reaction product. The product is: [CH2:18]([NH:19][CH:5]1[CH2:6][CH2:7][C:8](=[O:11])[CH2:9][CH2:10]1)[C:12]1[CH:17]=[CH:16][CH:15]=[CH:14][CH:13]=1. (2) Given the reactants C([O-])([O-])=O.[Na+].[Na+].[C:7]([C:10]1[C:18]2[CH:17]=[C:16](B(O)O)[S:15][C:14]=2[CH:13]=[CH:12][CH:11]=1)([OH:9])=[O:8].[Cl:22][C:23]1[N:28]=[C:27](Cl)[CH:26]=[C:25](Cl)[N:24]=1.[ClH:31], predict the reaction product. The product is: [Cl:22][C:23]1[N:28]=[C:27]([C:16]2[S:15][C:14]3[CH:13]=[CH:12][CH:11]=[C:10]([C:7]([OH:9])=[O:8])[C:18]=3[CH:17]=2)[C:26]([Cl:31])=[CH:25][N:24]=1. (3) Given the reactants [Cl:1][C:2]1[C:6]([Cl:7])=[C:5]([CH3:8])[NH:4][C:3]=1[C:9]([NH:11][CH:12]1[CH2:17][CH2:16][N:15]([C:18]2[N:23]=[C:22]([N:24]3[CH2:29][CH2:28][N:27]([CH3:30])[CH2:26][CH2:25]3)[N:21]=[C:20]([C:31]([OH:33])=O)[CH:19]=2)[CH2:14][CH2:13]1)=[O:10].Cl.[O:35]([NH2:37])[CH3:36], predict the reaction product. The product is: [Cl:1][C:2]1[C:6]([Cl:7])=[C:5]([CH3:8])[NH:4][C:3]=1[C:9]([NH:11][CH:12]1[CH2:13][CH2:14][N:15]([C:18]2[N:23]=[C:22]([N:24]3[CH2:29][CH2:28][N:27]([CH3:30])[CH2:26][CH2:25]3)[N:21]=[C:20]([C:31]([NH:37][O:35][CH3:36])=[O:33])[CH:19]=2)[CH2:16][CH2:17]1)=[O:10]. (4) The product is: [Si:1]([O:8][CH2:9][CH2:10][NH:11][C:12]1[CH:13]=[CH:14][C:15]([NH2:18])=[CH:16][CH:17]=1)([C:4]([CH3:7])([CH3:6])[CH3:5])([CH3:3])[CH3:2]. Given the reactants [Si:1]([O:8][CH2:9][CH2:10][NH:11][C:12]1[CH:17]=[CH:16][C:15]([N+:18]([O-])=O)=[CH:14][CH:13]=1)([C:4]([CH3:7])([CH3:6])[CH3:5])([CH3:3])[CH3:2].[H][H], predict the reaction product. (5) The product is: [NH2:14][C:13]1[C:12]2[C:15]([CH3:19])=[CH:16][CH:17]=[CH:18][C:11]=2[S:8][C:7]=1[C:6]([O:5][CH2:3][CH3:4])=[O:9]. Given the reactants [H-].[Na+].[CH2:3]([O:5][C:6](=[O:9])[CH2:7][SH:8])[CH3:4].Cl[C:11]1[CH:18]=[CH:17][CH:16]=[C:15]([CH3:19])[C:12]=1[C:13]#[N:14], predict the reaction product. (6) Given the reactants [F:1][C:2]1[CH:16]=[C:15]([F:17])[CH:14]=[CH:13][C:3]=1[CH2:4][O:5][C:6]1[CH:11]=[CH:10][NH:9][C:8](=[O:12])[CH:7]=1.Br[C:19]1[N:24]=[C:23]2[N:25]([CH3:39])[C:26]3[CH2:31][CH2:30][N:29](C(OC(C)(C)C)=O)[CH2:28][C:27]=3[C:22]2=[CH:21][CH:20]=1.OC1C=CC=C2C=1N=CC=C2.C([O-])([O-])=O.[Cs+].[Cs+].[ClH:57], predict the reaction product. The product is: [ClH:57].[F:1][C:2]1[CH:16]=[C:15]([F:17])[CH:14]=[CH:13][C:3]=1[CH2:4][O:5][C:6]1[CH:11]=[CH:10][N:9]([C:19]2[N:24]=[C:23]3[N:25]([CH3:39])[C:26]4[CH2:31][CH2:30][NH:29][CH2:28][C:27]=4[C:22]3=[CH:21][CH:20]=2)[C:8](=[O:12])[CH:7]=1.